This data is from Forward reaction prediction with 1.9M reactions from USPTO patents (1976-2016). The task is: Predict the product of the given reaction. (1) The product is: [C:13]([O:17][C:18]([N:20]1[CH2:25][CH:24]2[CH2:26][CH:21]1[CH2:22][N:23]2[C:2]1[S:3][CH:4]=[CH:5][N:6]=1)=[O:19])([CH3:16])([CH3:14])[CH3:15]. Given the reactants Br[C:2]1[S:3][CH:4]=[CH:5][N:6]=1.CC(C)([O-])C.[Na+].[C:13]([O:17][C:18]([N:20]1[CH2:25][CH:24]2[CH2:26][CH:21]1[CH2:22][NH:23]2)=[O:19])([CH3:16])([CH3:15])[CH3:14].C1(C2C=CC=CC=2)C=CC=CC=1, predict the reaction product. (2) Given the reactants [Cl:1][C:2]1[CH:3]=[C:4]([CH:31]=[CH:32][C:33]=1[Cl:34])[CH2:5][N:6]1[C:14]2[C:9](=[CH:10][CH:11]=[CH:12][C:13]=2[C:15]([NH:17][C:18]2([C:21]3[CH:30]=[CH:29][C:24]([C:25]([O:27]C)=[O:26])=[CH:23][CH:22]=3)[CH2:20][CH2:19]2)=[O:16])[CH2:8][CH2:7]1.[OH-].[K+:36], predict the reaction product. The product is: [Cl:1][C:2]1[CH:3]=[C:4]([CH:31]=[CH:32][C:33]=1[Cl:34])[CH2:5][N:6]1[C:14]2[C:9](=[CH:10][CH:11]=[CH:12][C:13]=2[C:15]([NH:17][C:18]2([C:21]3[CH:30]=[CH:29][C:24]([C:25]([O-:27])=[O:26])=[CH:23][CH:22]=3)[CH2:20][CH2:19]2)=[O:16])[CH2:8][CH2:7]1.[K+:36]. (3) The product is: [CH:1]1([CH2:4][O:5][C:6]2[N:11]=[C:10]([C:12]([NH:14][C:15]3([CH2:19][C:20]([OH:22])=[O:21])[CH2:16][S:17][CH2:18]3)=[O:13])[CH:9]=[CH:8][C:7]=2[C:24]2([OH:28])[CH2:25][CH2:26][CH2:27]2)[CH2:3][CH2:2]1. Given the reactants [CH:1]1([CH2:4][O:5][C:6]2[N:11]=[C:10]([C:12]([NH:14][C:15]3([CH2:19][C:20]([O:22]C)=[O:21])[CH2:18][S:17][CH2:16]3)=[O:13])[CH:9]=[CH:8][C:7]=2[C:24]2([OH:28])[CH2:27][CH2:26][CH2:25]2)[CH2:3][CH2:2]1.O.[OH-].[Li+], predict the reaction product. (4) Given the reactants [NH2:1][C:2]1[CH:23]=[CH:22][C:5]([O:6][C:7]2[CH:8]=[CH:9][C:10]3[N:11]([CH:13]=[C:14]([NH:16][C:17]([CH:19]4[CH2:21][CH2:20]4)=[O:18])[N:15]=3)[CH:12]=2)=[C:4]([F:24])[CH:3]=1.[CH3:25][C:26]1[N:31]([C:32]2[CH:37]=[CH:36][CH:35]=[CH:34][CH:33]=2)[C:30](=[O:38])[C:29]([C:39](O)=[O:40])=[CH:28][CH:27]=1.CN(C(ON1N=NC2C=CC=NC1=2)=[N+](C)C)C.F[P-](F)(F)(F)(F)F.C(N(CC)C(C)C)(C)C.C(=O)([O-])O.[Na+], predict the reaction product. The product is: [CH:19]1([C:17]([NH:16][C:14]2[N:15]=[C:10]3[CH:9]=[CH:8][C:7]([O:6][C:5]4[CH:22]=[CH:23][C:2]([NH:1][C:39]([C:29]5[C:30](=[O:38])[N:31]([C:32]6[CH:37]=[CH:36][CH:35]=[CH:34][CH:33]=6)[C:26]([CH3:25])=[CH:27][CH:28]=5)=[O:40])=[CH:3][C:4]=4[F:24])=[CH:12][N:11]3[CH:13]=2)=[O:18])[CH2:21][CH2:20]1. (5) Given the reactants [C:1]([C:3]1[CH:8]=[CH:7][C:6]([CH3:9])=[CH:5][CH:4]=1)#[CH:2].[C:10]1(C#C)[CH:15]=[CH:14][CH:13]=[CH:12][CH:11]=1.C(#N)C1C=CC=CC=1, predict the reaction product. The product is: [CH3:9][C:6]1[CH:7]=[CH:8][C:3]([C:1]#[C:2][C:10]2[CH:15]=[CH:14][CH:13]=[CH:12][CH:11]=2)=[CH:4][CH:5]=1. (6) Given the reactants [C:1]([CH2:3][C:4]([NH2:6])=[O:5])#[N:2].[S:7]1[CH:11]=[CH:10][C:9]([CH:12](Cl)[NH:13][OH:14])=[CH:8]1, predict the reaction product. The product is: [NH2:2][C:1]1[O:14][N:13]=[C:12]([C:9]2[CH:10]=[CH:11][S:7][CH:8]=2)[C:3]=1[C:4]([NH2:6])=[O:5].